This data is from Catalyst prediction with 721,799 reactions and 888 catalyst types from USPTO. The task is: Predict which catalyst facilitates the given reaction. (1) Reactant: [CH2:1]([SH:5])[CH2:2][CH2:3][CH3:4].[Cl:6][C:7]1[C:18]([C:19](=[O:22])[CH2:20]Cl)=[CH:17][C:10]2[N:11]([CH3:16])[C:12](=[O:15])[N:13]([CH3:14])[C:9]=2[CH:8]=1.C(=O)([O-])[O-].[K+].[K+].CN(C=O)C. Product: [CH2:1]([S:5][CH2:20][C:19]([C:18]1[C:7]([Cl:6])=[CH:8][C:9]2[N:13]([CH3:14])[C:12](=[O:15])[N:11]([CH3:16])[C:10]=2[CH:17]=1)=[O:22])[CH2:2][CH2:3][CH3:4]. The catalyst class is: 1. (2) Reactant: [CH3:1][O:2][C:3]1[CH:4]=[C:5]2[C:10](=[CH:11][C:12]=1[O:13][CH3:14])[N:9]=[CH:8][CH:7]=[C:6]2[O:15][C:16]1[CH:22]=[CH:21][C:19]([NH2:20])=[C:18]([CH3:23])[C:17]=1[CH3:24].C1(C)C=CC=CC=1.C(N(CC)CC)C.Cl[C:40](Cl)([O:42]C(=O)OC(Cl)(Cl)Cl)Cl.[CH3:51][C:52]1[CH:60]=[CH:59][C:55]([CH:56]([OH:58])[CH3:57])=[CH:54][CH:53]=1. Product: [CH3:1][O:2][C:3]1[CH:4]=[C:5]2[C:10](=[CH:11][C:12]=1[O:13][CH3:14])[N:9]=[CH:8][CH:7]=[C:6]2[O:15][C:16]1[CH:22]=[CH:21][C:19]([NH:20][C:40](=[O:42])[O:58][CH:56]([C:55]2[CH:59]=[CH:60][C:52]([CH3:51])=[CH:53][CH:54]=2)[CH3:57])=[C:18]([CH3:23])[C:17]=1[CH3:24]. The catalyst class is: 2. (3) Reactant: [F:1][C:2]([F:25])([F:24])[C:3]1[CH:8]=[CH:7][C:6]([CH:9]2[C:18]3[N:17]=[CH:16][CH:15]=[CH:14][C:13]=3[CH:12]=[CH:11][N:10]2[C:19]([O:21][CH2:22][CH3:23])=[O:20])=[CH:5][CH:4]=1. Product: [F:25][C:2]([F:1])([F:24])[C:3]1[CH:4]=[CH:5][C:6]([CH:9]2[C:18]3[N:17]=[CH:16][CH:15]=[CH:14][C:13]=3[CH2:12][CH2:11][N:10]2[C:19]([O:21][CH2:22][CH3:23])=[O:20])=[CH:7][CH:8]=1. The catalyst class is: 50. (4) Reactant: [NH2:1][C:2]1[C:7]([C:8]#[N:9])=[C:6]([NH:10][C@H:11]([C:13]2[C:14]([CH2:24][N:25]3[CH2:30][CH2:29][NH:28][CH2:27][CH2:26]3)=[N:15][C:16]3[C:21]([CH:22]=2)=[CH:20][CH:19]=[C:18]([F:23])[CH:17]=3)[CH3:12])[N:5]=[CH:4][N:3]=1.C(=O)([O-])[O-:32].[K+].[K+].[C:37](Cl)(=[O:39])[CH3:38]. The catalyst class is: 1. Product: [NH4+:1].[OH-:32].[C:37]([N:28]1[CH2:29][CH2:30][N:25]([CH2:24][C:14]2[C:13]([C@@H:11]([NH:10][C:6]3[C:7]([C:8]#[N:9])=[C:2]([NH2:1])[N:3]=[CH:4][N:5]=3)[CH3:12])=[CH:22][C:21]3[C:16](=[CH:17][C:18]([F:23])=[CH:19][CH:20]=3)[N:15]=2)[CH2:26][CH2:27]1)(=[O:39])[CH3:38]. (5) Reactant: F[C:2]1[CH:7]=[CH:6][C:5]([C:8]2[S:9][C:10]([C:14]([O:16][CH2:17][CH3:18])=[O:15])=[C:11]([CH3:13])[N:12]=2)=[CH:4][C:3]=1[N+:19]([O-:21])=[O:20].C(=O)([O-])[O-].[Cs+].[Cs+].O. Product: [CH3:4][CH:5]([CH3:6])[CH2:8][S:9][C:2]1[CH:7]=[CH:6][C:5]([C:8]2[S:9][C:10]([C:14]([O:16][CH2:17][CH3:18])=[O:15])=[C:11]([CH3:13])[N:12]=2)=[CH:4][C:3]=1[N+:19]([O-:21])=[O:20]. The catalyst class is: 9. (6) Reactant: [CH3:1][S:2]([C:5]1[CH:10]=[CH:9][C:8]([C@@H:11]([CH2:15][C@H:16]2[CH2:20][CH2:19][C:18](=[O:21])[CH2:17]2)[C:12]([OH:14])=O)=[CH:7][C:6]=1[CH3:22])(=[O:4])=[O:3].C(Cl)(=O)C(Cl)=O.[NH2:29][C:30]1[CH:34]=[CH:33][N:32]([CH2:35][CH2:36][CH2:37][OH:38])[N:31]=1.N1C(C)=CC=CC=1C. Product: [OH:38][CH2:37][CH2:36][CH2:35][N:32]1[CH:33]=[CH:34][C:30]([NH:29][C:12](=[O:14])[C@@H:11]([C:8]2[CH:9]=[CH:10][C:5]([S:2]([CH3:1])(=[O:4])=[O:3])=[C:6]([CH3:22])[CH:7]=2)[CH2:15][C@H:16]2[CH2:20][CH2:19][C:18](=[O:21])[CH2:17]2)=[N:31]1. The catalyst class is: 306. (7) Reactant: [CH3:1][O:2][CH2:3][C:4]1[CH:9]=[CH:8][CH:7]=[CH:6][C:5]=1[C:10](=[O:15])[C:11]([NH:13][CH3:14])=[O:12].[BH4-].[Na+]. Product: [CH3:1][O:2][CH2:3][C:4]1[CH:9]=[CH:8][CH:7]=[CH:6][C:5]=1[CH:10]([OH:15])[C:11]([NH:13][CH3:14])=[O:12]. The catalyst class is: 5.